This data is from Reaction yield outcomes from USPTO patents with 853,638 reactions. The task is: Predict the reaction yield, written as a fraction of the theoretical maximum amount of product (1.0 means a 100% yield; for example, 0.34 means a 34% yield). The reactants are C(=O)([O-])[O-].[K+].[K+].[CH2:7]([O:14][C:15]1[N:16]=[N:17][C:18]([C:29]#[C:30][Si](C)(C)C)=[CH:19][C:20]=1[O:21][CH2:22][C:23]1[CH:28]=[CH:27][CH:26]=[CH:25][CH:24]=1)[C:8]1[CH:13]=[CH:12][CH:11]=[CH:10][CH:9]=1.CO. The catalyst is O1CCCC1. The product is [CH2:7]([O:14][C:15]1[N:16]=[N:17][C:18]([C:29]#[CH:30])=[CH:19][C:20]=1[O:21][CH2:22][C:23]1[CH:28]=[CH:27][CH:26]=[CH:25][CH:24]=1)[C:8]1[CH:9]=[CH:10][CH:11]=[CH:12][CH:13]=1. The yield is 0.780.